The task is: Predict the product of the given reaction.. This data is from Forward reaction prediction with 1.9M reactions from USPTO patents (1976-2016). (1) Given the reactants [NH2:1][CH2:2][CH2:3][CH2:4][N:5]1[CH2:10][CH2:9][O:8][CH2:7][CH2:6]1.C([N:14]1[C:22]2[C:17](=[CH:18][C:19]([C:23](Cl)=[O:24])=[CH:20][CH:21]=2)[C:16]([C:26]2[CH:31]=[CH:30][C:29]([F:32])=[CH:28][CH:27]=2)=[N:15]1)(=O)C, predict the reaction product. The product is: [F:32][C:29]1[CH:28]=[CH:27][C:26]([C:16]2[C:17]3[C:22](=[CH:21][CH:20]=[C:19]([C:23]([NH:1][CH2:2][CH2:3][CH2:4][N:5]4[CH2:10][CH2:9][O:8][CH2:7][CH2:6]4)=[O:24])[CH:18]=3)[NH:14][N:15]=2)=[CH:31][CH:30]=1. (2) Given the reactants [CH:1](=[O:5])/[CH:2]=[CH:3]/[CH3:4].[CH2:6]([N:9]1[C:17]2[C:12](=[CH:13][CH:14]=[CH:15][CH:16]=2)[CH:11]=[CH:10]1)[CH:7]=[CH2:8].C(O)(C(F)(F)F)=O.C([C@@H]1N[C@H](C(C)(C)C)N(C)C1=O)C1C=CC=CC=1, predict the reaction product. The product is: [CH2:6]([N:9]1[C:17]2[C:12](=[CH:13][CH:14]=[CH:15][CH:16]=2)[C:11]([C@H:3]([CH3:4])[CH2:2][CH:1]=[O:5])=[CH:10]1)[CH:7]=[CH2:8]. (3) Given the reactants [C:1]([O:5][C:6]([N:8]1[CH2:13][CH2:12][N:11]([C:14]2[N:19]=[C:18]([CH3:20])[C:17]([NH2:21])=[C:16]([N+:22]([O-])=O)[N:15]=2)[CH2:10][CH2:9]1)=[O:7])([CH3:4])([CH3:3])[CH3:2].[H][H].[I:27][C:28]1[CH:33]=[CH:32][N:31]=[C:30]([O:34][CH3:35])[C:29]=1[CH:36]=O.C(O)(=O)C.C(O)(=O)C.IC1C=CC=CC=1, predict the reaction product. The product is: [C:1]([O:5][C:6]([N:8]1[CH2:13][CH2:12][N:11]([C:14]2[N:15]=[C:16]3[C:17]([N:21]=[C:36]([C:29]4[C:30]([O:34][CH3:35])=[N:31][CH:32]=[CH:33][C:28]=4[I:27])[NH:22]3)=[C:18]([CH3:20])[N:19]=2)[CH2:10][CH2:9]1)=[O:7])([CH3:4])([CH3:3])[CH3:2]. (4) Given the reactants [Cl:1][C:2]1[CH:7]=[CH:6][CH:5]=[CH:4][C:3]=1[NH:8][C:9]([C:11]1[CH:15]=[CH:14][NH:13][N:12]=1)=[O:10].[CH2:16]([S:24](Cl)(=[O:26])=[O:25])[CH2:17][CH2:18][CH2:19][CH2:20][CH2:21][CH2:22][CH3:23], predict the reaction product. The product is: [Cl:1][C:2]1[CH:7]=[CH:6][CH:5]=[CH:4][C:3]=1[NH:8][C:9]([C:11]1[CH:15]=[CH:14][N:13]([S:24]([CH2:16][CH2:17][CH2:18][CH2:19][CH2:20][CH2:21][CH2:22][CH3:23])(=[O:26])=[O:25])[N:12]=1)=[O:10].